From a dataset of Reaction yield outcomes from USPTO patents with 853,638 reactions. Predict the reaction yield, written as a fraction of the theoretical maximum amount of product (1.0 means a 100% yield; for example, 0.34 means a 34% yield). (1) The reactants are F[C:2]1[N:7]=[C:6]([CH:8]2[CH2:12][CH2:11][N:10]([CH2:13][CH2:14][C:15]3[C:16]([N:21]4[CH2:26][CH2:25][CH2:24][CH2:23][C:22]4=[O:27])=[N:17][CH:18]=[CH:19][CH:20]=3)[CH2:9]2)[CH:5]=[CH:4][CH:3]=1.[F:28][C:29]([F:33])([F:32])[CH2:30][OH:31].CC([O-])(C)C.[K+].[Na+].[Cl-]. The catalyst is CS(C)=O.C(OCC)(=O)C. The product is [NH4+:7].[OH-:27].[F:28][C:29]([F:33])([F:32])[CH2:30][O:31][C:2]1[N:7]=[C:6]([CH:8]2[CH2:12][CH2:11][N:10]([CH2:13][CH2:14][C:15]3[C:16]([N:21]4[CH2:26][CH2:25][CH2:24][CH2:23][C:22]4=[O:27])=[N:17][CH:18]=[CH:19][CH:20]=3)[CH2:9]2)[CH:5]=[CH:4][CH:3]=1. The yield is 0.000500. (2) The reactants are [Br:1][C:2]1[CH:3]=[CH:4][C:5]([CH:8]=[O:9])=[N:6][CH:7]=1.[CH2:10](O)[CH2:11][CH2:12][OH:13]. The catalyst is C1(C)C=CC=CC=1.CC1(C)C2(CS(O)(=O)=O)C(CC1CC2)=O. The yield is 1.01. The product is [Br:1][C:2]1[CH:3]=[CH:4][C:5]([CH:8]2[O:13][CH2:12][CH2:11][CH2:10][O:9]2)=[N:6][CH:7]=1. (3) The reactants are [CH2:1]([C:8]1[CH:16]=[CH:15][CH:14]=[CH:13][C:9]=1[C:10]([OH:12])=O)[C:2]1[CH:7]=[CH:6][CH:5]=[CH:4][CH:3]=1.[NH2:17][C@@H:18]1[C@H:22]2[O:23][CH2:24][C@H:25]([NH:26][C:27]([CH:29]3[CH2:31][CH2:30]3)=[O:28])[C@H:21]2[O:20][CH2:19]1. The yield is 0.688. No catalyst specified. The product is [CH2:1]([C:8]1[CH:16]=[CH:15][CH:14]=[CH:13][C:9]=1[C:10]([NH:17][C@H:18]1[CH2:19][O:20][C@@H:21]2[C@@H:25]([NH:26][C:27]([CH:29]3[CH2:30][CH2:31]3)=[O:28])[CH2:24][O:23][C@H:22]12)=[O:12])[C:2]1[CH:3]=[CH:4][CH:5]=[CH:6][CH:7]=1. (4) The reactants are [OH:1][CH2:2][CH2:3][CH2:4][CH2:5][CH2:6][C:7]([O:9][CH2:10][CH3:11])=[O:8].C(N(CC)CC)C.[CH3:19][S:20](Cl)(=[O:22])=[O:21]. The catalyst is ClCCl. The product is [CH3:19][S:20]([O:1][CH2:2][CH2:3][CH2:4][CH2:5][CH2:6][C:7]([O:9][CH2:10][CH3:11])=[O:8])(=[O:22])=[O:21]. The yield is 0.850.